Predict the reactants needed to synthesize the given product. From a dataset of Full USPTO retrosynthesis dataset with 1.9M reactions from patents (1976-2016). (1) Given the product [Cl:7][C:8]1[C:12]([N:13]([CH2:37][CH3:38])[C:14](=[O:24])[CH2:15][CH2:16][S:17][CH2:18][CH2:19][C:20]([F:22])([F:21])[F:23])=[CH:11][N:10]([C:25]2[CH:26]=[N:27][CH:28]=[CH:29][CH:30]=2)[N:9]=1, predict the reactants needed to synthesize it. The reactants are: C(=O)([O-])[O-].[Cs+].[Cs+].[Cl:7][C:8]1[C:12]([NH:13][C:14](=[O:24])[CH2:15][CH2:16][S:17][CH2:18][CH2:19][C:20]([F:23])([F:22])[F:21])=[CH:11][N:10]([C:25]2[CH:26]=[N:27][CH:28]=[CH:29][CH:30]=2)[N:9]=1.CN(C)C=O.I[CH2:37][CH3:38]. (2) Given the product [C:1]([O:5][C:6]([NH:8][CH:9]([CH2:32][CH3:33])[C@H:10]([O:28][C:29](=[O:31])[CH3:30])[C:11]1[O:27][C:15]([C:16]2[CH:21]=[CH:20][C:19]([O:22][C:23]([F:24])([F:26])[F:25])=[CH:18][CH:17]=2)=[N:14][N:13]=1)=[O:7])([CH3:2])([CH3:3])[CH3:4], predict the reactants needed to synthesize it. The reactants are: [C:1]([O:5][C:6]([NH:8][CH:9]([CH2:32][CH3:33])[C@H:10]([O:28][C:29](=[O:31])[CH3:30])[C:11]([NH:13][NH:14][C:15](=[O:27])[C:16]1[CH:21]=[CH:20][C:19]([O:22][C:23]([F:26])([F:25])[F:24])=[CH:18][CH:17]=1)=O)=[O:7])([CH3:4])([CH3:3])[CH3:2].C1(C)C=CC(S(Cl)(=O)=O)=CC=1. (3) Given the product [Cl:17][C:12]1[CH:13]=[CH:14][CH:15]=[CH:16][C:11]=1[C:6]1[C:5]([OH:18])=[C:4]([CH:1]=[CH:2][CH3:3])[CH:9]=[CH:8][C:7]=1[F:10], predict the reactants needed to synthesize it. The reactants are: [CH2:1]([C:4]1[CH:9]=[CH:8][C:7]([F:10])=[C:6]([C:11]2[CH:16]=[CH:15][CH:14]=[CH:13][C:12]=2[Cl:17])[C:5]=1[OH:18])[CH:2]=[CH2:3]. (4) Given the product [C:3]([O:7][C:8]([N:10]1[CH2:15][CH2:14][C:13]([NH:18][C:19]([O:21][C:22]([CH3:25])([CH3:24])[CH3:23])=[O:20])([CH2:16][O:17][CH2:31][C:30]2[CH:33]=[CH:34][C:27]([Cl:26])=[CH:28][CH:29]=2)[CH2:12][CH2:11]1)=[O:9])([CH3:5])([CH3:6])[CH3:4], predict the reactants needed to synthesize it. The reactants are: [H-].[Na+].[C:3]([O:7][C:8]([N:10]1[CH2:15][CH2:14][C:13]([NH:18][C:19]([O:21][C:22]([CH3:25])([CH3:24])[CH3:23])=[O:20])([CH2:16][OH:17])[CH2:12][CH2:11]1)=[O:9])([CH3:6])([CH3:5])[CH3:4].[Cl:26][C:27]1[CH:34]=[CH:33][C:30]([CH2:31]Br)=[CH:29][CH:28]=1. (5) Given the product [N:9]1[C:8]2[CH:18]=[CH:10][CH:11]=[CH:12][C:7]=2[NH:6][CH:24]=1, predict the reactants needed to synthesize it. The reactants are: S(=O)(=O)(O)O.[NH2:6][CH2:7][C:8]#[N:9].[C:10]([C:18]1C=CC=CC=1)(=O)[C:11]1C=CC=C[CH:12]=1.[CH3:24]CN(C(C)C)C(C)C. (6) Given the product [CH3:48][O:47][C:44]1[CH:45]=[C:46]2[C:41](=[CH:42][CH:43]=1)[NH:40][CH:39]=[C:38]2[CH2:37][CH2:36][CH2:35][CH2:34][N:4]1[CH2:5][CH2:6][N:1]([C:7]2[CH:12]=[CH:11][C:10]([N:13]3[CH:18]=[CH:17][C:16]4[O:19][CH:20]=[CH:21][C:15]=4[C:14]3=[O:22])=[CH:9][CH:8]=2)[CH2:2][CH2:3]1, predict the reactants needed to synthesize it. The reactants are: [N:1]1([C:7]2[CH:12]=[CH:11][C:10]([N:13]3[CH:18]=[CH:17][C:16]4[O:19][CH:20]=[CH:21][C:15]=4[C:14]3=[O:22])=[CH:9][CH:8]=2)[CH2:6][CH2:5][NH:4][CH2:3][CH2:2]1.CC1C=CC(S(O[CH2:34][CH2:35][CH2:36][CH2:37][C:38]2[C:46]3[C:41](=[CH:42][CH:43]=[C:44]([O:47][CH3:48])[CH:45]=3)[NH:40][CH:39]=2)(=O)=O)=CC=1.C(=O)([O-])[O-].[K+].[K+].[I-].[K+]. (7) Given the product [F:46][C:47]([F:66])([F:65])[S:48]([O:36][C:11]1[C:12]2[C:17](=[CH:16][CH:15]=[C:14]([S:18](=[O:19])(=[O:20])[N:21]([C:31]3[CH:35]=[CH:34][O:33][N:32]=3)[CH2:22][C:23]3[CH:24]=[CH:25][C:26]([O:29][CH3:30])=[CH:27][CH:28]=3)[CH:13]=2)[C:8]([C:6]2[C:5]([O:37][CH3:38])=[CH:4][C:3]([C:39]3[CH:44]=[CH:43][CH:42]=[C:41]([F:45])[CH:40]=3)=[C:2]([Cl:1])[CH:7]=2)=[N:9][CH:10]=1)(=[O:50])=[O:49], predict the reactants needed to synthesize it. The reactants are: [Cl:1][C:2]1[CH:7]=[C:6]([C:8]2[C:17]3[C:12](=[CH:13][C:14]([S:18]([N:21]([C:31]4[CH:35]=[CH:34][O:33][N:32]=4)[CH2:22][C:23]4[CH:28]=[CH:27][C:26]([O:29][CH3:30])=[CH:25][CH:24]=4)(=[O:20])=[O:19])=[CH:15][CH:16]=3)[C:11]([OH:36])=[CH:10][N:9]=2)[C:5]([O:37][CH3:38])=[CH:4][C:3]=1[C:39]1[CH:44]=[CH:43][CH:42]=[C:41]([F:45])[CH:40]=1.[F:46][C:47]([F:66])([F:65])[S:48](N(C1C=CC=CC=1)[S:48]([C:47]([F:66])([F:65])[F:46])(=[O:50])=[O:49])(=[O:50])=[O:49].C(N(CC)CC)C. (8) Given the product [CH2:18]([O:17][C:15](=[O:20])[NH:16][CH:13]([C:12]1[CH:11]=[CH:10][C:7]([C:8]#[N:9])=[CH:6][C:5]=1[F:4])[NH:16][C:15](=[O:20])[O:17][CH2:18][CH3:19])[CH3:19], predict the reactants needed to synthesize it. The reactants are: [Cl-].[Ca+2].[Cl-].[F:4][C:5]1[CH:6]=[C:7]([CH:10]=[CH:11][C:12]=1[CH:13]=O)[C:8]#[N:9].[C:15](=[O:20])([O:17][CH2:18][CH3:19])[NH2:16]. (9) Given the product [C:12]1([C:18]#[C:19][C:2]2[CH:3]=[C:4]([CH:9]=[CH:10][CH:11]=2)[C:5]([O:7][CH3:8])=[O:6])[CH:17]=[CH:16][CH:15]=[CH:14][CH:13]=1, predict the reactants needed to synthesize it. The reactants are: I[C:2]1[CH:3]=[C:4]([CH:9]=[CH:10][CH:11]=1)[C:5]([O:7][CH3:8])=[O:6].[C:12]1([C:18]#[CH:19])[CH:17]=[CH:16][CH:15]=[CH:14][CH:13]=1.N1CCCCC1.C(Cl)Cl. (10) Given the product [CH3:22][O:23][C:24]1[CH:25]=[C:26]([CH:35]=[CH:36][C:37]=1[O:38][CH3:39])[O:27][CH2:28][C:29](=[O:30])[C:2]#[C:3][C@@H:4]1[CH2:8][CH2:7][CH2:6][N:5]1[C:9]([O:11][C:12]([CH3:15])([CH3:14])[CH3:13])=[O:10], predict the reactants needed to synthesize it. The reactants are: Br[C:2](Br)=[CH:3][C@@H:4]1[CH2:8][CH2:7][CH2:6][N:5]1[C:9]([O:11][C:12]([CH3:15])([CH3:14])[CH3:13])=[O:10].[Li]CCCC.[CH3:22][O:23][C:24]1[CH:25]=[C:26]([CH:35]=[CH:36][C:37]=1[O:38][CH3:39])[O:27][CH2:28][C:29](N(OC)C)=[O:30].[NH4+].[Cl-].